Dataset: Forward reaction prediction with 1.9M reactions from USPTO patents (1976-2016). Task: Predict the product of the given reaction. (1) Given the reactants [Br:1]Br.[CH3:3][O:4][C:5]1[CH:10]=[CH:9][CH:8]=[CH:7][C:6]=1[N:11]1[CH2:16][CH2:15][N:14]([CH3:17])[CH2:13][CH2:12]1, predict the reaction product. The product is: [Br:1][C:9]1[CH:8]=[CH:7][C:6]([N:11]2[CH2:12][CH2:13][N:14]([CH3:17])[CH2:15][CH2:16]2)=[C:5]([O:4][CH3:3])[CH:10]=1. (2) Given the reactants [CH2:1]([N:3]([C:12](=[NH:15])SC)[NH:4][C:5]([O:7][C:8]([CH3:11])([CH3:10])[CH3:9])=[O:6])[CH3:2].C([N:19]([CH:22](C)C)CC)(C)C.O.C[N:27](C)C=O, predict the reaction product. The product is: [CH2:1]([N:3]([C:12]1[NH:15][N:19]=[CH:22][N:27]=1)[NH:4][C:5]([O:7][C:8]([CH3:11])([CH3:10])[CH3:9])=[O:6])[CH3:2]. (3) Given the reactants [H-].[Na+].[Br:3][CH:4]([CH2:17][CH2:18]Br)[C:5]([NH:7][CH2:8][C:9]1[CH:14]=[CH:13][C:12]([CH3:15])=[C:11]([F:16])[CH:10]=1)=[O:6], predict the reaction product. The product is: [Br:3][CH:4]1[CH2:17][CH2:18][N:7]([CH2:8][C:9]2[CH:14]=[CH:13][C:12]([CH3:15])=[C:11]([F:16])[CH:10]=2)[C:5]1=[O:6]. (4) Given the reactants Cl[C:2]1[CH:3]=[CH:4][C:5]2[N:6]([C:8]([CH2:11][C:12]3[CH:13]=[C:14]4[C:19](=[CH:20][CH:21]=3)[N:18]=[CH:17][CH:16]=[CH:15]4)=[CH:9][N:10]=2)[N:7]=1.[OH-].[Na+].Cl.[CH3:25][CH2:26][OH:27], predict the reaction product. The product is: [CH2:26]([O:27][C:2]1[CH:3]=[CH:4][C:5]2[N:6]([C:8]([CH2:11][C:12]3[CH:13]=[C:14]4[C:19](=[CH:20][CH:21]=3)[N:18]=[CH:17][CH:16]=[CH:15]4)=[CH:9][N:10]=2)[N:7]=1)[CH3:25].